From a dataset of Reaction yield outcomes from USPTO patents with 853,638 reactions. Predict the reaction yield, written as a fraction of the theoretical maximum amount of product (1.0 means a 100% yield; for example, 0.34 means a 34% yield). (1) The reactants are [F:1][C:2]1[CH:3]=[C:4]2[C:8](=[CH:9][CH:10]=1)[NH:7][C:6](=[O:11])[CH2:5]2.C[Si]([N-][Si](C)(C)C)(C)C.[Li+].[Cl:22][C:23]1[C:28]2[CH2:29][O:30][C:31](=O)[C:27]=2[CH:26]=[CH:25][N:24]=1.Cl. The catalyst is C1COCC1. The product is [Cl:22][C:23]1[C:28]2[CH2:29][O:30][C:31](=[C:5]3[C:4]4[C:8](=[CH:9][CH:10]=[C:2]([F:1])[CH:3]=4)[NH:7][C:6]3=[O:11])[C:27]=2[CH:26]=[CH:25][N:24]=1. The yield is 0.730. (2) The reactants are [F:1][C:2]1[CH:40]=[CH:39][C:5]([C:6](/[N:8]=[C:9]2\[NH:10][C:11]3[CH:27]=[CH:26][C:25]([CH2:28][N:29]4[CH2:34][CH2:33][CH:32]([C:35]([OH:38])([CH3:37])[CH3:36])[CH2:31][CH2:30]4)=[CH:24][C:12]=3[N:13]\2[C@@H:14]2[CH2:19][CH2:18][C@H:17]([C:20]([O:22]C)=[O:21])[CH2:16][CH2:15]2)=[O:7])=[CH:4][CH:3]=1.[OH-].[Na+]. The catalyst is CO. The product is [F:1][C:2]1[CH:40]=[CH:39][C:5]([C:6](/[N:8]=[C:9]2\[NH:10][C:11]3[CH:27]=[CH:26][C:25]([CH2:28][N:29]4[CH2:30][CH2:31][CH:32]([C:35]([OH:38])([CH3:36])[CH3:37])[CH2:33][CH2:34]4)=[CH:24][C:12]=3[N:13]\2[C@@H:14]2[CH2:19][CH2:18][C@H:17]([C:20]([OH:22])=[O:21])[CH2:16][CH2:15]2)=[O:7])=[CH:4][CH:3]=1. The yield is 0.990. (3) The reactants are [C:1]([N:4]1[CH2:9][CH2:8][N:7]([CH2:10][C:11]2[N:19]3[C:14]([C:15]([NH2:20])=[N:16][CH:17]=[N:18]3)=[C:13]([C:21]3[CH:26]=[CH:25][C:24]([NH:27]C(=O)OC(C)(C)C)=[C:23]([F:35])[CH:22]=3)[CH:12]=2)[CH2:6][CH2:5]1)(=[O:3])[CH3:2].C(O)(C(F)(F)F)=O.C(Cl)Cl.CO. The catalyst is C(Cl)Cl. The product is [C:1]([N:4]1[CH2:9][CH2:8][N:7]([CH2:10][C:11]2[N:19]3[C:14]([C:15]([NH2:20])=[N:16][CH:17]=[N:18]3)=[C:13]([C:21]3[CH:26]=[CH:25][C:24]([NH2:27])=[C:23]([F:35])[CH:22]=3)[CH:12]=2)[CH2:6][CH2:5]1)(=[O:3])[CH3:2]. The yield is 0.300. (4) The reactants are [C:1]([C:4]1[O:5][C:6]([CH2:9][C:10]2[CH:15]=[CH:14][C:13]([F:16])=[CH:12][CH:11]=2)=[CH:7][CH:8]=1)(=[O:3])[CH3:2].C(OC(=O)[CH2:21][Si:22](C)([CH3:24])[CH3:23])C. The catalyst is C1COCC1.[F-].C([N+](CCCC)(CCCC)CCCC)CCC. The product is [F:16][C:13]1[CH:14]=[CH:15][C:10]([CH2:9][C:6]2[O:5][C:4]([C:1]([O:3][Si:22]([CH3:24])([CH3:23])[CH3:21])=[CH2:2])=[CH:8][CH:7]=2)=[CH:11][CH:12]=1. The yield is 0.880. (5) The reactants are [CH2:1]([N:19]([CH2:28][CH2:29][CH2:30][CH2:31][CH2:32][CH2:33][CH2:34][CH2:35]/[CH:36]=[CH:37]\[CH2:38]/[CH:39]=[CH:40]\[CH2:41][CH2:42][CH2:43][CH2:44][CH3:45])[C:20](=[O:27])[O:21][CH2:22][CH2:23][CH2:24][CH2:25]O)[CH2:2][CH2:3][CH2:4][CH2:5][CH2:6][CH2:7][CH2:8]/[CH:9]=[CH:10]\[CH2:11]/[CH:12]=[CH:13]\[CH2:14][CH2:15][CH2:16][CH2:17][CH3:18].S(Cl)(=O)(=O)C.[CH2:51]([N:53](CC)[CH2:54]C)C.C(=O)([O-])O.[Na+].CNC. The catalyst is ClCCl. The product is [CH2:1]([N:19]([CH2:28][CH2:29][CH2:30][CH2:31][CH2:32][CH2:33][CH2:34][CH2:35]/[CH:36]=[CH:37]\[CH2:38]/[CH:39]=[CH:40]\[CH2:41][CH2:42][CH2:43][CH2:44][CH3:45])[C:20](=[O:27])[O:21][CH2:22][CH2:23][CH2:24][CH2:25][N:53]([CH3:54])[CH3:51])[CH2:2][CH2:3][CH2:4][CH2:5][CH2:6][CH2:7][CH2:8]/[CH:9]=[CH:10]\[CH2:11]/[CH:12]=[CH:13]\[CH2:14][CH2:15][CH2:16][CH2:17][CH3:18]. The yield is 0.790. (6) The reactants are [CH2:1]([O:8][C:9]([NH:11][C:12]1[C:13]([C:23](O)=[O:24])=[N:14][C:15]2[C:20]([CH:21]=1)=[CH:19][CH:18]=[C:17]([Br:22])[CH:16]=2)=[O:10])[C:2]1[CH:7]=[CH:6][CH:5]=[CH:4][CH:3]=1.[NH2:26][C:27]1[CH:28]=[N:29][CH:30]=[CH:31][C:32]=1[N:33]1[CH2:38][C@H:37]([CH3:39])[CH2:36][C@H:35]([NH:40][C:41](=[O:47])[O:42][C:43]([CH3:46])([CH3:45])[CH3:44])[CH2:34]1.CN(C(ON1N=NC2C=CC=NC1=2)=[N+](C)C)C.F[P-](F)(F)(F)(F)F.CCN(C(C)C)C(C)C. The catalyst is CN(C=O)C. The product is [Br:22][C:17]1[CH:16]=[C:15]2[C:20]([CH:21]=[C:12]([NH:11][C:9](=[O:10])[O:8][CH2:1][C:2]3[CH:3]=[CH:4][CH:5]=[CH:6][CH:7]=3)[C:13]([C:23]([NH:26][C:27]3[CH:28]=[N:29][CH:30]=[CH:31][C:32]=3[N:33]3[CH2:38][C@H:37]([CH3:39])[CH2:36][C@H:35]([NH:40][C:41]([O:42][C:43]([CH3:46])([CH3:45])[CH3:44])=[O:47])[CH2:34]3)=[O:24])=[N:14]2)=[CH:19][CH:18]=1. The yield is 0.510.